Dataset: Peptide-MHC class II binding affinity with 134,281 pairs from IEDB. Task: Regression. Given a peptide amino acid sequence and an MHC pseudo amino acid sequence, predict their binding affinity value. This is MHC class II binding data. The peptide sequence is WLSWQVAKAGLKTND. The MHC is DRB3_0202 with pseudo-sequence DRB3_0202. The binding affinity (normalized) is 0.500.